This data is from Peptide-MHC class I binding affinity with 185,985 pairs from IEDB/IMGT. The task is: Regression. Given a peptide amino acid sequence and an MHC pseudo amino acid sequence, predict their binding affinity value. This is MHC class I binding data. (1) The peptide sequence is VNRWLFRHL. The MHC is HLA-B58:01 with pseudo-sequence HLA-B58:01. The binding affinity (normalized) is 0.0847. (2) The peptide sequence is QETGRQTALF. The MHC is Mamu-A11 with pseudo-sequence Mamu-A11. The binding affinity (normalized) is 0.0113. (3) The peptide sequence is IINSVSIIL. The MHC is HLA-A68:02 with pseudo-sequence HLA-A68:02. The binding affinity (normalized) is 0.0477. (4) The peptide sequence is TMADLVYAL. The MHC is HLA-A24:02 with pseudo-sequence HLA-A24:02. The binding affinity (normalized) is 0.148. (5) The peptide sequence is VVGKPYKEV. The MHC is HLA-A02:06 with pseudo-sequence HLA-A02:06. The binding affinity (normalized) is 0.674. (6) The peptide sequence is LLRRRPYPL. The MHC is HLA-A26:02 with pseudo-sequence HLA-A26:02. The binding affinity (normalized) is 0.0847. (7) The peptide sequence is TTAQGTSMY. The MHC is HLA-A68:02 with pseudo-sequence HLA-A68:02. The binding affinity (normalized) is 0.104.